Dataset: Reaction yield outcomes from USPTO patents with 853,638 reactions. Task: Predict the reaction yield, written as a fraction of the theoretical maximum amount of product (1.0 means a 100% yield; for example, 0.34 means a 34% yield). (1) The reactants are [F:1][C:2]1[CH:7]=[CH:6][C:5]([C:8]2[C:12]([CH2:13][OH:14])=[C:11]([CH3:15])[O:10][N:9]=2)=[CH:4][CH:3]=1.[H-].[Na+].Cl[C:19]1[CH:24]=[CH:23][C:22]([Br:25])=[CH:21][N:20]=1. The catalyst is C1COCC1.CO.O. The product is [Br:25][C:22]1[CH:23]=[CH:24][C:19]([O:14][CH2:13][C:12]2[C:8]([C:5]3[CH:4]=[CH:3][C:2]([F:1])=[CH:7][CH:6]=3)=[N:9][O:10][C:11]=2[CH3:15])=[N:20][CH:21]=1. The yield is 0.150. (2) The reactants are Cl[C:2]1[CH:7]=[C:6]([CH:8]([S:17][C:18]2[CH:23]=[CH:22][C:21]([Cl:24])=[CH:20][CH:19]=2)[C:9]2[CH:14]=[C:13]([F:15])[CH:12]=[CH:11][C:10]=2[F:16])[C:5]([Cl:25])=[CH:4][N:3]=1.[NH2:26][CH2:27][CH2:28][CH2:29][N:30]1[CH2:34][CH2:33][CH2:32][C:31]1=[O:35]. The catalyst is O1CCOCC1. The product is [Cl:25][C:5]1[C:6]([CH:8]([S:17][C:18]2[CH:23]=[CH:22][C:21]([Cl:24])=[CH:20][CH:19]=2)[C:9]2[CH:14]=[C:13]([F:15])[CH:12]=[CH:11][C:10]=2[F:16])=[CH:7][C:2]([NH:26][CH2:27][CH2:28][CH2:29][N:30]2[CH2:34][CH2:33][CH2:32][C:31]2=[O:35])=[N:3][CH:4]=1. The yield is 0.270. (3) The reactants are [CH2:1]([C@H:3]1[C@@H:7]([C:8]2[N:12]3[C:13]4[CH:19]=[CH:18][N:17]([S:20]([C:23]5[CH:29]=[CH:28][C:26]([CH3:27])=[CH:25][CH:24]=5)(=[O:22])=[O:21])[C:14]=4[N:15]=[CH:16][C:11]3=[N:10][N:9]=2)[CH2:6][C@@H:5]([NH2:30])[CH2:4]1)[CH3:2].Cl[C:32]([O:34][CH:35]([CH3:37])[CH3:36])=[O:33]. The product is [CH2:1]([C@H:3]1[C@@H:7]([C:8]2[N:12]3[C:13]4[CH:19]=[CH:18][N:17]([S:20]([C:23]5[CH:24]=[CH:25][C:26]([CH3:27])=[CH:28][CH:29]=5)(=[O:22])=[O:21])[C:14]=4[N:15]=[CH:16][C:11]3=[N:10][N:9]=2)[CH2:6][C@@H:5]([NH:30][C:32](=[O:33])[O:34][CH:35]([CH3:37])[CH3:36])[CH2:4]1)[CH3:2]. The catalyst is C1COCC1. The yield is 0.600. (4) The product is [NH2:11][CH:12]([CH2:23][CH2:24][P:25]([O:29][C:30]1[CH:31]=[CH:32][C:33]([Cl:36])=[CH:34][CH:35]=1)([O:27][CH3:28])=[O:26])[C:13]([OH:15])=[O:14]. The yield is 0.570. The reactants are C(OC([NH:11][CH:12]([CH2:23][CH2:24][P:25]([O:29][C:30]1[CH:35]=[CH:34][C:33]([Cl:36])=[CH:32][CH:31]=1)([O:27][CH3:28])=[O:26])[C:13]([O:15]CC1C=CC=CC=1)=[O:14])=O)C1C=CC=CC=1.C1(OC)C=CC=CC=1.[Cl-].[Cl-].[Cl-].[Al+3].O. The catalyst is [N+](C)([O-])=O. (5) The reactants are [C:1]([O:5][C:6]([NH:8][C:9]1[CH:10]=[N:11][CH:12]=[CH:13][C:14]=1[C@H:15]1[CH2:20][C@@H:19]([NH:21][C:22](=[O:28])[O:23][C:24]([CH3:27])([CH3:26])[CH3:25])[C@@H:18]([NH2:29])[C@@H:17]([CH3:30])[CH2:16]1)=[O:7])([CH3:4])([CH3:3])[CH3:2].[CH:31](=O)C1C=CC=CC=1.[B-]C#N.[Na+].C=O. The catalyst is CO.[OH-].[OH-].[Pd+2]. The product is [C:1]([O:5][C:6]([NH:8][C:9]1[CH:10]=[N:11][CH:12]=[CH:13][C:14]=1[C@H:15]1[CH2:20][C@@H:19]([NH:21][C:22](=[O:28])[O:23][C:24]([CH3:27])([CH3:26])[CH3:25])[C@@H:18]([NH:29][CH3:31])[C@@H:17]([CH3:30])[CH2:16]1)=[O:7])([CH3:4])([CH3:2])[CH3:3]. The yield is 0.750. (6) The reactants are [Cl:1][C:2]1[CH:7]=[C:6]([Cl:8])[CH:5]=[CH:4][C:3]=1[NH:9][C:10]([NH:12][CH3:13])=[O:11].[C:14](CC(O)=O)#[N:15].C(O[C:24](=[O:26])[CH3:25])(=O)C. No catalyst specified. The product is [NH2:15][C:14]1[N:9]([C:3]2[CH:4]=[CH:5][C:6]([Cl:8])=[CH:7][C:2]=2[Cl:1])[C:10](=[O:11])[N:12]([CH3:13])[C:24](=[O:26])[CH:25]=1. The yield is 0.540. (7) The reactants are [OH:1][CH:2]([CH:5]1[CH2:7][CH:6]1[C:8]([O:10][CH2:11][CH3:12])=[O:9])[CH2:3][CH3:4].CC(OI1(OC(C)=O)(OC(C)=O)OC(=O)C2C=CC=CC1=2)=O.[OH-].[Na+]. The catalyst is C(Cl)Cl. The product is [C:2]([CH:5]1[CH2:7][CH:6]1[C:8]([O:10][CH2:11][CH3:12])=[O:9])(=[O:1])[CH2:3][CH3:4]. The yield is 0.800. (8) The reactants are [N+:1]([C:4]1[CH:5]=[C:6]([NH2:10])[CH:7]=[CH:8][CH:9]=1)([O-:3])=[O:2].[F:11][C:12]1[CH:20]=[CH:19][C:15]([C:16](Cl)=[O:17])=[CH:14][CH:13]=1. The catalyst is C(OCC)(=O)C.C(=O)([O-])O.[Na+]. The product is [F:11][C:12]1[CH:20]=[CH:19][C:15]([C:16]([NH:10][C:6]2[CH:7]=[CH:8][CH:9]=[C:4]([N+:1]([O-:3])=[O:2])[CH:5]=2)=[O:17])=[CH:14][CH:13]=1. The yield is 1.00. (9) The reactants are [C:1]([O:4][CH2:5][C:6]1[CH:11]=[C:10](OS(C(F)(F)F)(=O)=O)[C:9]([O:20][CH2:21][CH2:22][NH:23][C:24]([O:26][C:27]([CH3:30])([CH3:29])[CH3:28])=[O:25])=[CH:8][N:7]=1)(=[O:3])[CH3:2].C(=O)([O-])[O-].[Cs+].[Cs+]. The catalyst is C1(C)C=CC=CC=1.C([O-])(=O)C.[Pd+2].C([O-])(=O)C.C1(P(C2C=CC=CC=2)C2C=CC3C(=CC=CC=3)C=2C2C3C(=CC=CC=3)C=CC=2P(C2C=CC=CC=2)C2C=CC=CC=2)C=CC=CC=1. The product is [C:1]([O:4][CH2:5][C:6]1[N:7]=[CH:8][C:9]2[O:20][CH2:21][CH2:22][N:23]([C:24]([O:26][C:27]([CH3:30])([CH3:29])[CH3:28])=[O:25])[C:10]=2[CH:11]=1)(=[O:3])[CH3:2]. The yield is 0.790. (10) The reactants are [C:1]([O:4][CH2:5][C@H:6]1[O:10][C@@H:9]([N:11]2[C:20]3[N:19]=[CH:18][N:17]=[C:15]([NH2:16])[C:14]=3[N:13]=[CH:12]2)[CH:8]=[CH:7]1)(=[O:3])[CH3:2].[H][H]. The catalyst is CO.[C].[Pd]. The product is [C:1]([O:4][CH2:5][C@H:6]1[O:10][C@@H:9]([N:11]2[C:20]3[N:19]=[CH:18][N:17]=[C:15]([NH2:16])[C:14]=3[N:13]=[CH:12]2)[CH2:8][CH2:7]1)(=[O:3])[CH3:2]. The yield is 0.900.